Dataset: Reaction yield outcomes from USPTO patents with 853,638 reactions. Task: Predict the reaction yield, written as a fraction of the theoretical maximum amount of product (1.0 means a 100% yield; for example, 0.34 means a 34% yield). (1) The reactants are CC(C)([O-])C.[K+].[C:7]([O:10][CH2:11][CH2:12][CH:13]([CH3:17])[CH2:14][CH:15]=O)(=[O:9])[CH3:8].[CH2:18]1[CH2:22]O[CH2:20][CH2:19]1. The catalyst is [Br-].C([P+](C1C=CC=CC=1)(C1C=CC=CC=1)C1C=CC=CC=1)CCC. The product is [C:7]([O:10][CH2:11][CH2:12][CH:13]([CH3:17])[CH2:14]/[CH:15]=[CH:22]\[CH2:18][CH2:19][CH3:20])(=[O:9])[CH3:8]. The yield is 0.780. (2) The reactants are [NH:1]1[CH:5]=[C:4]([C:6]([O:8][CH2:9][CH3:10])=[O:7])[N:3]=[CH:2]1.[CH:11]1(B(O)O)[CH2:13][CH2:12]1.C(=O)([O-])[O-].[Na+].[Na+].N1C=CC(C2C=CN=CC=2)=CC=1. The catalyst is ClCCCl. The product is [CH:11]1([N:1]2[CH:5]=[C:4]([C:6]([O:8][CH2:9][CH3:10])=[O:7])[N:3]=[CH:2]2)[CH2:13][CH2:12]1. The yield is 0.470. (3) The reactants are C(=O)(OC)[O:2][C:3]1[CH:8]=[C:7]([N+:9]([O-:11])=[O:10])[C:6]([F:12])=[CH:5][C:4]=1[Br:13].[OH-].[K+].Cl. The catalyst is CO. The product is [Br:13][C:4]1[CH:5]=[C:6]([F:12])[C:7]([N+:9]([O-:11])=[O:10])=[CH:8][C:3]=1[OH:2]. The yield is 0.990. (4) The reactants are CO.C(Cl)(=O)C.[C:7]([C:10]1[CH:11]=[CH:12][C:13]([CH:25]2[CH2:30][CH2:29][CH2:28][N:27](C(OC(C)(C)C)=O)[CH2:26]2)=[C:14]2[C:18]=1[NH:17][C:16]([C:19]1[CH:20]=[N:21][N:22]([CH3:24])[CH:23]=1)=[CH:15]2)(=[O:9])[NH2:8]. The catalyst is C(Cl)Cl. The product is [CH3:24][N:22]1[CH:23]=[C:19]([C:16]2[NH:17][C:18]3[C:14]([CH:15]=2)=[C:13]([CH:25]2[CH2:30][CH2:29][CH2:28][NH:27][CH2:26]2)[CH:12]=[CH:11][C:10]=3[C:7]([NH2:8])=[O:9])[CH:20]=[N:21]1. The yield is 0.790. (5) The reactants are [CH3:1][O:2][C:3](=[O:21])[C:4]1[CH:9]=[C:8]([Br:10])[CH:7]=[C:6]([N+:11]([O-:13])=[O:12])[C:5]=1[NH:14]C(=O)C(F)(F)F.Cl. The catalyst is CO. The product is [CH3:1][O:2][C:3](=[O:21])[C:4]1[CH:9]=[C:8]([Br:10])[CH:7]=[C:6]([N+:11]([O-:13])=[O:12])[C:5]=1[NH2:14]. The yield is 0.840. (6) The reactants are O[CH2:2][C:3]([N:6]1[C:14](=[O:15])[C:13]2[C:8](=[CH:9][CH:10]=[CH:11][CH:12]=2)[C:7]1=[O:16])([CH3:5])[CH3:4].[CH3:17][C:18]1[CH:25]=[C:24]([C:26]2[CH:30]=[CH:29][NH:28][N:27]=2)[CH:23]=[CH:22][C:19]=1[C:20]#[N:21].C1(P(C2C=CC=CC=2)C2C=CC=CC=2)C=CC=CC=1.CC(OC(/N=N/C(OC(C)C)=O)=O)C. The catalyst is C1COCC1. The product is [O:16]=[C:7]1[C:8]2[C:13](=[CH:12][CH:11]=[CH:10][CH:9]=2)[C:14](=[O:15])[N:6]1[C:3]([CH3:5])([CH3:4])[CH2:2][N:28]1[CH:29]=[CH:30][C:26]([C:24]2[CH:23]=[CH:22][C:19]([C:20]#[N:21])=[C:18]([CH3:17])[CH:25]=2)=[N:27]1. The yield is 0.160. (7) The reactants are [CH3:1][O:2][CH2:3][C:4]([NH:6][C:7]1[CH:12]=[CH:11][CH:10]=[C:9]([C:13]2[C:21]3[C:16](=[CH:17][CH:18]=[C:19]([C:22]4[N:26]=[CH:25][N:24](C(C5C=CC=CC=5)(C5C=CC=CC=5)C5C=CC=CC=5)[N:23]=4)[CH:20]=3)[N:15](C3CCCCO3)[N:14]=2)[CH:8]=1)=[O:5]. The catalyst is O1CCOCC1.Cl. The product is [NH:24]1[CH:25]=[N:26][C:22]([C:19]2[CH:20]=[C:21]3[C:16](=[CH:17][CH:18]=2)[NH:15][N:14]=[C:13]3[C:9]2[CH:8]=[C:7]([NH:6][C:4](=[O:5])[CH2:3][O:2][CH3:1])[CH:12]=[CH:11][CH:10]=2)=[N:23]1. The yield is 0.460.